From a dataset of Full USPTO retrosynthesis dataset with 1.9M reactions from patents (1976-2016). Predict the reactants needed to synthesize the given product. Given the product [F:11][C:4]1[C:5]2[N:9]=[CH:8][NH:7][C:6]=2[CH:10]=[C:2]([C:12]([OH:14])=[O:13])[CH:3]=1, predict the reactants needed to synthesize it. The reactants are: Br[C:2]1[CH:3]=[C:4]([F:11])[C:5]2[N:9]=[CH:8][NH:7][C:6]=2[CH:10]=1.[C:12](=O)([O-:14])[O-:13].[Na+].[Na+].C(OCC)(=O)C.